This data is from Peptide-MHC class II binding affinity with 134,281 pairs from IEDB. The task is: Regression. Given a peptide amino acid sequence and an MHC pseudo amino acid sequence, predict their binding affinity value. This is MHC class II binding data. The peptide sequence is GILQAYDLRDAPETP. The MHC is DRB1_0405 with pseudo-sequence DRB1_0405. The binding affinity (normalized) is 0.525.